This data is from TCR-epitope binding with 47,182 pairs between 192 epitopes and 23,139 TCRs. The task is: Binary Classification. Given a T-cell receptor sequence (or CDR3 region) and an epitope sequence, predict whether binding occurs between them. (1) The epitope is ATVVIGTSK. The TCR CDR3 sequence is CASIADLNTEAFF. Result: 0 (the TCR does not bind to the epitope). (2) Result: 0 (the TCR does not bind to the epitope). The TCR CDR3 sequence is CASSGPGTEQYF. The epitope is TSNQVAVLY. (3) The epitope is NLNESLIDL. The TCR CDR3 sequence is CASSFIAGQQETQYF. Result: 0 (the TCR does not bind to the epitope). (4) The epitope is WICLLQFAY. The TCR CDR3 sequence is CSVKTGDTQYF. Result: 1 (the TCR binds to the epitope). (5) The epitope is TEILPVSMTK. The TCR CDR3 sequence is CASSQVLRVLSYNEQFF. Result: 0 (the TCR does not bind to the epitope). (6) The epitope is TEKSNIIRGW. The TCR CDR3 sequence is CASSLIGTGLTLAKNIQYF. Result: 0 (the TCR does not bind to the epitope). (7) The epitope is RLRAEAQVK. The TCR CDR3 sequence is CASSLWTSGDYEQYF. Result: 1 (the TCR binds to the epitope). (8) The epitope is PKYVKQNTLKLAT. The TCR CDR3 sequence is CASSFKRGLGDEQFF. Result: 1 (the TCR binds to the epitope).